From a dataset of Forward reaction prediction with 1.9M reactions from USPTO patents (1976-2016). Predict the product of the given reaction. The product is: [OH:2][CH2:3][C:5]1[CH:6]=[C:7]([NH:10][C:11]2[C:20]3[C:15](=[CH:16][CH:17]=[CH:18][CH:19]=3)[N:14]=[C:13]([C:21]3[CH:26]=[CH:25][CH:24]=[CH:23][CH:22]=3)[N:12]=2)[NH:8][N:9]=1. Given the reactants C[O:2][C:3]([C:5]1[CH:6]=[C:7]([NH:10][C:11]2[C:20]3[C:15](=[CH:16][CH:17]=[CH:18][CH:19]=3)[N:14]=[C:13]([C:21]3[CH:26]=[CH:25][CH:24]=[CH:23][CH:22]=3)[N:12]=2)[NH:8][N:9]=1)=O.[BH4-].[Li+].Cl.C(=O)([O-])O.[Na+], predict the reaction product.